Dataset: Forward reaction prediction with 1.9M reactions from USPTO patents (1976-2016). Task: Predict the product of the given reaction. (1) Given the reactants Cl[C:2]1[C:10]([C:11]2[CH:16]=[CH:15][C:14]([Cl:17])=[CH:13][CH:12]=2)=[CH:9][C:5]([C:6]([OH:8])=[O:7])=[CH:4][N:3]=1.[F:18][C:19]([F:23])([F:22])[CH2:20][OH:21], predict the reaction product. The product is: [Cl:17][C:14]1[CH:15]=[CH:16][C:11]([C:10]2[C:2]([O:21][CH2:20][C:19]([F:23])([F:22])[F:18])=[N:3][CH:4]=[C:5]([CH:9]=2)[C:6]([OH:8])=[O:7])=[CH:12][CH:13]=1. (2) Given the reactants [CH:1]1([C:5]([OH:7])=O)[CH2:4][CH2:3][CH2:2]1.[NH2:8][C:9]1[CH:14]=[C:13]([Cl:15])[CH:12]=[CH:11][N:10]=1.C(P1(=O)OP(CCC)(=O)OP(CCC)(=O)O1)CC, predict the reaction product. The product is: [Cl:15][C:13]1[CH:12]=[CH:11][N:10]=[C:9]([NH:8][C:5]([CH:1]2[CH2:2][CH2:3][CH2:4]2)=[O:7])[CH:14]=1. (3) Given the reactants ClCCl.C(N(CC)CC)C.Cl.[NH2:12][OH:13].[C:14]([Si:18](Cl)([C:25]1[CH:30]=[CH:29][CH:28]=[CH:27][CH:26]=1)[C:19]1[CH:24]=[CH:23][CH:22]=[CH:21][CH:20]=1)([CH3:17])([CH3:16])[CH3:15], predict the reaction product. The product is: [Si:18]([O:13][NH2:12])([C:14]([CH3:17])([CH3:16])[CH3:15])([C:25]1[CH:30]=[CH:29][CH:28]=[CH:27][CH:26]=1)[C:19]1[CH:24]=[CH:23][CH:22]=[CH:21][CH:20]=1. (4) The product is: [F:29][C:30]1[CH:35]=[CH:34][C:33]([C:36]2[N:38]=[C:26]([CH:12]3[CH2:13][CH:14]([C:16]4[CH:17]=[CH:18][C:19]([C:22]([F:24])([F:25])[F:23])=[CH:20][CH:21]=4)[CH2:15][N:10]([C:8]([N:5]4[CH2:6][CH2:7][CH:2]([OH:1])[CH2:3][CH2:4]4)=[O:9])[CH2:11]3)[O:28][N:37]=2)=[CH:32][CH:31]=1. Given the reactants [OH:1][CH:2]1[CH2:7][CH2:6][N:5]([C:8]([N:10]2[CH2:15][CH:14]([C:16]3[CH:21]=[CH:20][C:19]([C:22]([F:25])([F:24])[F:23])=[CH:18][CH:17]=3)[CH2:13][CH:12]([C:26]([OH:28])=O)[CH2:11]2)=[O:9])[CH2:4][CH2:3]1.[F:29][C:30]1[CH:35]=[CH:34][C:33]([C:36](=[N:38]O)[NH2:37])=[CH:32][CH:31]=1, predict the reaction product. (5) Given the reactants [Br:1][C:2]1[CH:3]=[C:4]([C:12](OC)=[O:13])[C:5](=[CH:10][CH:11]=1)[C:6](OC)=[O:7].[H-].[H-].[H-].[H-].[Li+].[Al+3], predict the reaction product. The product is: [Br:1][C:2]1[CH:11]=[CH:10][C:5]([CH2:6][OH:7])=[C:4]([CH2:12][OH:13])[CH:3]=1. (6) Given the reactants [Cl:1][C:2]1[CH:7]=[C:6]([CH:8]=[O:9])[CH:5]=[CH:4][C:3]=1OS(C(F)(F)F)(=O)=O.[C:18]([C:20]1[CH:21]=[C:22](B(O)O)[CH:23]=[CH:24][CH:25]=1)#[N:19].C(=O)([O-])[O-].[Na+].[Na+], predict the reaction product. The product is: [Cl:1][C:2]1[CH:7]=[C:6]([CH:8]=[O:9])[CH:5]=[CH:4][C:3]=1[C:24]1[CH:23]=[CH:22][CH:21]=[C:20]([C:18]#[N:19])[CH:25]=1. (7) The product is: [CH:1]1([O:5][C@H:6]2[CH2:11][CH2:10][C@H:9]([N:12]3[CH2:17][CH2:16][CH:15]([NH2:19])[CH2:14][CH2:13]3)[CH2:8][CH2:7]2)[CH2:4][CH2:3][CH2:2]1. Given the reactants [CH:1]1([O:5][C@H:6]2[CH2:11][CH2:10][C@H:9]([N:12]3[CH2:17][CH2:16][C:15](=O)[CH2:14][CH2:13]3)[CH2:8][CH2:7]2)[CH2:4][CH2:3][CH2:2]1.[NH3:19].CO, predict the reaction product.